This data is from Full USPTO retrosynthesis dataset with 1.9M reactions from patents (1976-2016). The task is: Predict the reactants needed to synthesize the given product. Given the product [C:32]1([CH3:35])[CH:31]=[CH:30][C:29]([S:26]([OH:27])(=[O:28])=[O:38])=[CH:34][CH:33]=1.[Cl:39][C:40]1[CH:45]=[CH:44][CH:43]=[CH:42][C:41]=1[S:26]([NH:25][C:23]([NH:22][CH2:21][CH2:20][C:17]1[CH:16]=[CH:15][C:14]([N:4]2[C:5]([CH3:13])=[C:6]([C:7]3[CH:12]=[CH:11][CH:10]=[CH:9][CH:8]=3)[C:2]([CH3:1])=[N:3]2)=[CH:19][CH:18]=1)=[O:24])(=[O:28])=[O:27], predict the reactants needed to synthesize it. The reactants are: [CH3:1][C:2]1[C:6]([C:7]2[CH:12]=[CH:11][CH:10]=[CH:9][CH:8]=2)=[C:5]([CH3:13])[N:4]([C:14]2[CH:19]=[CH:18][C:17]([CH2:20][CH2:21][NH:22][C:23]([NH:25][S:26]([C:29]3[CH:34]=[CH:33][C:32]([CH3:35])=[CH:31][CH:30]=3)(=[O:28])=[O:27])=[O:24])=[CH:16][CH:15]=2)[N:3]=1.[N-]=C=[O:38].[Cl:39][C:40]1[CH:45]=[CH:44][CH:43]=[CH:42][CH:41]=1.